Dataset: Full USPTO retrosynthesis dataset with 1.9M reactions from patents (1976-2016). Task: Predict the reactants needed to synthesize the given product. (1) The reactants are: [NH:1]1[CH:5]=[C:4]([CH2:6][N:7]2[CH:11]=[C:10]([C:12]([OH:14])=O)[CH:9]=[N:8]2)[N:3]=[N:2]1.C(N(C(C)C)CC)(C)C.F[B-](F)(F)F.N1(OC(N(C)C)=[N+](C)C)C2C=CC=CC=2N=N1.[CH2:46]1[C:54]2[C:49](=[CH:50][CH:51]=[CH:52][CH:53]=2)[CH2:48][CH:47]1[NH:55][C:56]1[N:57]=[CH:58][C:59]2[CH2:65][NH:64][CH2:63][CH2:62][C:60]=2[N:61]=1. Given the product [CH2:46]1[C:54]2[C:49](=[CH:50][CH:51]=[CH:52][CH:53]=2)[CH2:48][CH:47]1[NH:55][C:56]1[N:57]=[CH:58][C:59]2[CH2:65][N:64]([C:12]([C:10]3[CH:9]=[N:8][N:7]([CH2:6][C:4]4[N:3]=[N:2][NH:1][CH:5]=4)[CH:11]=3)=[O:14])[CH2:63][CH2:62][C:60]=2[N:61]=1, predict the reactants needed to synthesize it. (2) Given the product [C:13]1([S:10]([CH2:9][C@H:8]2[CH2:19][O:21][C:6]([NH2:29])=[N:7]2)(=[O:11])=[O:12])[CH:14]=[CH:15][CH:16]=[CH:17][CH:18]=1, predict the reactants needed to synthesize it. The reactants are: C(O[C:6](=[O:21])[NH:7][C@H:8]([CH2:19]O)[CH2:9][S:10]([C:13]1[CH:18]=[CH:17][CH:16]=[CH:15][CH:14]=1)(=[O:12])=[O:11])(C)(C)C.Cl.C([O-])([O-])=O.[K+].[K+].[N:29]#CBr. (3) Given the product [CH3:10][C:11]1[CH:16]=[C:15]([C:2]2[N:7]=[CH:6][C:5]([CH2:8][NH2:9])=[CH:4][CH:3]=2)[CH:14]=[CH:13][N:12]=1, predict the reactants needed to synthesize it. The reactants are: Cl[C:2]1[N:7]=[CH:6][C:5]([CH2:8][NH2:9])=[CH:4][CH:3]=1.[CH3:10][C:11]1[CH:16]=[C:15](B(O)O)[CH:14]=[CH:13][N:12]=1.[O-]P([O-])([O-])=O.[K+].[K+].[K+].COC1C=CC=C(OC)C=1C1C=CC=CC=1P(C1CCCCC1)C1CCCCC1. (4) Given the product [Cl-:3].[C:14]([C:15]1[CH:16]=[C:17]([NH3+:18])[N:10]([C:7]2[CH:8]=[CH:9][C:4]([CH3:12])=[CH:5][CH:6]=2)[N:11]=1)([CH3:21])([CH3:20])[CH3:13], predict the reactants needed to synthesize it. The reactants are: N#N.[Cl-:3].[C:4]1([CH3:12])[CH:9]=[CH:8][C:7]([NH:10][NH3+:11])=[CH:6][CH:5]=1.[CH3:13][C:14]([CH3:21])([CH3:20])[C:15](=O)[CH2:16][C:17]#[N:18].CC(OC)(C)C. (5) Given the product [Si:17]([O:16][CH2:15][CH2:14][C:8]1[N:7]=[CH:6][C:5]2[CH:4]([NH2:1])[CH2:13][CH2:12][CH2:11][C:10]=2[N:9]=1)([C:30]([CH3:33])([CH3:31])[CH3:32])([C:18]1[CH:19]=[CH:20][CH:21]=[CH:22][CH:23]=1)[C:24]1[CH:29]=[CH:28][CH:27]=[CH:26][CH:25]=1, predict the reactants needed to synthesize it. The reactants are: [N:1]([CH:4]1[CH2:13][CH2:12][CH2:11][C:10]2[N:9]=[C:8]([CH2:14][CH2:15][O:16][Si:17]([C:30]([CH3:33])([CH3:32])[CH3:31])([C:24]3[CH:29]=[CH:28][CH:27]=[CH:26][CH:25]=3)[C:18]3[CH:23]=[CH:22][CH:21]=[CH:20][CH:19]=3)[N:7]=[CH:6][C:5]1=2)=[N+]=[N-].CCOC(C)=O.CO. (6) Given the product [CH2:1]([N:9]1[CH:13]=[C:12]([C:14]2[C:22]3[C:17](=[N:18][CH:19]=[C:20]([C:23]4[CH:28]=[N:27][C:26]([N:29]5[CH2:34][CH2:33][NH:32][CH2:31][CH2:30]5)=[CH:25][CH:24]=4)[CH:21]=3)[N:16]([S:42]([C:45]3[CH:46]=[CH:47][C:48]([CH3:49])=[CH:50][CH:51]=3)(=[O:43])=[O:44])[CH:15]=2)[CH:11]=[N:10]1)[CH2:2][C:3]1[CH:4]=[CH:5][CH:6]=[CH:7][CH:8]=1, predict the reactants needed to synthesize it. The reactants are: [CH2:1]([N:9]1[CH:13]=[C:12]([C:14]2[C:22]3[C:17](=[N:18][CH:19]=[C:20]([C:23]4[CH:24]=[CH:25][C:26]([N:29]5[CH2:34][CH2:33][N:32](C(OC(C)(C)C)=O)[CH2:31][CH2:30]5)=[N:27][CH:28]=4)[CH:21]=3)[N:16]([S:42]([C:45]3[CH:51]=[CH:50][C:48]([CH3:49])=[CH:47][CH:46]=3)(=[O:44])=[O:43])[CH:15]=2)[CH:11]=[N:10]1)[CH2:2][C:3]1[CH:8]=[CH:7][CH:6]=[CH:5][CH:4]=1.C(O)(C(F)(F)F)=O.C(Cl)Cl. (7) Given the product [Cl:32][C:21]1[N:22]=[C:23]([N:26]2[CH2:31][CH2:30][O:29][CH2:28][CH2:27]2)[C:24]2[S:25][C:17]([CH2:16][N:12]3[CH2:13][CH:14]4[CH2:15][N:8]([C:6]([NH2:44])=[O:7])[CH2:9][CH:10]4[CH2:11]3)=[CH:18][C:19]=2[N:20]=1, predict the reactants needed to synthesize it. The reactants are: C(O[C:6]([N:8]1[CH2:15][CH:14]2[CH:10]([CH2:11][N:12]([CH2:16][C:17]3[S:25][C:24]4[C:23]([N:26]5[CH2:31][CH2:30][O:29][CH2:28][CH2:27]5)=[N:22][C:21]([Cl:32])=[N:20][C:19]=4[CH:18]=3)[CH2:13]2)[CH2:9]1)=[O:7])(C)(C)C.C(O)(C(F)(F)F)=O.C[Si]([N:44]=C=O)(C)C.